From a dataset of Catalyst prediction with 721,799 reactions and 888 catalyst types from USPTO. Predict which catalyst facilitates the given reaction. (1) The catalyst class is: 109. Product: [C:1]([C:10]1[CH:11]=[C:12]([N:16]2[CH2:17][CH2:18][N:19]([C:22]([C:24]3[N:25]([C:30]4[CH:31]=[CH:32][CH:33]=[CH:34][CH:35]=4)[N:26]=[C:27]([CH3:29])[CH:28]=3)=[O:23])[CH2:20][CH2:21]2)[CH:13]=[CH:14][CH:15]=1)#[N:2]. Reactant: [C-:1]#[N:2].[Na+].[O-2].[Al+3].[O-2].[O-2].[Al+3].Br[C:10]1[CH:11]=[C:12]([N:16]2[CH2:21][CH2:20][N:19]([C:22]([C:24]3[N:25]([C:30]4[CH:35]=[CH:34][CH:33]=[CH:32][CH:31]=4)[N:26]=[C:27]([CH3:29])[CH:28]=3)=[O:23])[CH2:18][CH2:17]2)[CH:13]=[CH:14][CH:15]=1.C(OCC)(=O)C. (2) Reactant: [Br:1][C:2]1[C:10]2[C:9](Cl)=[N:8][CH:7]=[N:6][C:5]=2[N:4]([C:12]2[CH:17]=[CH:16][C:15]([CH3:18])=[CH:14][CH:13]=2)[CH:3]=1.[CH3:19][C:20]1[N:21]=[CH:22][C:23]([CH2:26][NH2:27])=[N:24][CH:25]=1.C([O-])(=O)C.[Na+]. Product: [Br:1][C:2]1[C:10]2[C:9]([NH:27][CH2:26][C:23]3[CH:22]=[N:21][C:20]([CH3:19])=[CH:25][N:24]=3)=[N:8][CH:7]=[N:6][C:5]=2[N:4]([C:12]2[CH:17]=[CH:16][C:15]([CH3:18])=[CH:14][CH:13]=2)[CH:3]=1. The catalyst class is: 8. (3) Reactant: [Br:1][C:2]1[CH:7]=[CH:6][C:5]([C:8]2[CH:13]=[CH:12][C:11]([C:14]3[N:15]=[C:16]([C@@H:19]4[CH2:23][CH2:22][CH2:21][N:20]4C(OC(C)(C)C)=O)[NH:17][CH:18]=3)=[CH:10][CH:9]=2)=[CH:4][CH:3]=1.[ClH:31]. Product: [ClH:31].[Br:1][C:2]1[CH:3]=[CH:4][C:5]([C:8]2[CH:9]=[CH:10][C:11]([C:14]3[N:15]=[C:16]([C@@H:19]4[CH2:23][CH2:22][CH2:21][NH:20]4)[NH:17][CH:18]=3)=[CH:12][CH:13]=2)=[CH:6][CH:7]=1. The catalyst class is: 27.